Task: Regression. Given a peptide amino acid sequence and an MHC pseudo amino acid sequence, predict their binding affinity value. This is MHC class II binding data.. Dataset: Peptide-MHC class II binding affinity with 134,281 pairs from IEDB (1) The peptide sequence is SQTMLLKDLMGGIDP. The MHC is DRB1_0101 with pseudo-sequence DRB1_0101. The binding affinity (normalized) is 0.239. (2) The MHC is DRB1_0802 with pseudo-sequence DRB1_0802. The peptide sequence is ETALKKAITAMSEAQKAAKP. The binding affinity (normalized) is 0.685. (3) The peptide sequence is SVGSLGRYKDEKDVT. The MHC is HLA-DQA10501-DQB10301 with pseudo-sequence HLA-DQA10501-DQB10301. The binding affinity (normalized) is 0.522.